From a dataset of Retrosynthesis with 50K atom-mapped reactions and 10 reaction types from USPTO. Predict the reactants needed to synthesize the given product. (1) Given the product COCCOc1cc(NC(=O)OC(C)(C)C)c(N)cc1-c1ccc(F)cc1, predict the reactants needed to synthesize it. The reactants are: COCCOc1cc(NC(=O)OC(C)(C)C)c([N+](=O)[O-])cc1-c1ccc(F)cc1. (2) Given the product CN(C)C(=O)CN1CCC(CCOc2ccc(-c3nc(C#N)nc4c3ccn4CC3CCCO3)cc2C(F)(F)F)CC1, predict the reactants needed to synthesize it. The reactants are: CN(C)C(=O)CCl.N#Cc1nc(-c2ccc(OCCC3CCNCC3)c(C(F)(F)F)c2)c2ccn(CC3CCCO3)c2n1.